Dataset: Forward reaction prediction with 1.9M reactions from USPTO patents (1976-2016). Task: Predict the product of the given reaction. (1) Given the reactants Cl/[C:2](=[N:8]\[OH:9])/[C:3]([O:5][CH2:6][CH3:7])=[O:4].[C:10]([C:12]1[CH:17]=[CH:16][CH:15]=[CH:14][CH:13]=1)#[CH:11].C(N(CC)CC)C, predict the reaction product. The product is: [C:12]1([C:10]2[O:9][N:8]=[C:2]([C:3]([O:5][CH2:6][CH3:7])=[O:4])[CH:11]=2)[CH:17]=[CH:16][CH:15]=[CH:14][CH:13]=1. (2) Given the reactants O[CH2:2][CH2:3][N:4]([CH3:13])[C:5]1[NH:10][C:9](=[O:11])[NH:8][C:7](=[O:12])[CH:6]=1.C1C=CC(P(C2C=CC=CC=2)C2C=CC=CC=2)=CC=1.CC(OC(/N=N/C(OC(C)C)=O)=O)C, predict the reaction product. The product is: [CH3:13][N:4]1[C:5]2[N:10]([C:9](=[O:11])[NH:8][C:7](=[O:12])[CH:6]=2)[CH2:2][CH2:3]1. (3) Given the reactants [CH3:1][O:2][C:3](=[O:20])[C:4]1[CH:9]=[C:8]([N+:10]([O-])=O)[CH:7]=[C:6]([C:13]2[CH:18]=[CH:17][C:16]([CH3:19])=[CH:15][N:14]=2)[CH:5]=1.Cl[Sn]Cl, predict the reaction product. The product is: [CH3:1][O:2][C:3](=[O:20])[C:4]1[CH:5]=[C:6]([C:13]2[CH:18]=[CH:17][C:16]([CH3:19])=[CH:15][N:14]=2)[CH:7]=[C:8]([NH2:10])[CH:9]=1.